This data is from NCI-60 drug combinations with 297,098 pairs across 59 cell lines. The task is: Regression. Given two drug SMILES strings and cell line genomic features, predict the synergy score measuring deviation from expected non-interaction effect. (1) Drug 1: CC1=CC2C(CCC3(C2CCC3(C(=O)C)OC(=O)C)C)C4(C1=CC(=O)CC4)C. Drug 2: C1=C(C(=O)NC(=O)N1)N(CCCl)CCCl. Cell line: 786-0. Synergy scores: CSS=25.5, Synergy_ZIP=2.31, Synergy_Bliss=1.71, Synergy_Loewe=-17.5, Synergy_HSA=0.585. (2) Drug 1: CC12CCC3C(C1CCC2=O)CC(=C)C4=CC(=O)C=CC34C. Drug 2: COC1=NC(=NC2=C1N=CN2C3C(C(C(O3)CO)O)O)N. Cell line: OVCAR-8. Synergy scores: CSS=55.3, Synergy_ZIP=6.84, Synergy_Bliss=5.33, Synergy_Loewe=-0.301, Synergy_HSA=5.79. (3) Drug 1: CC1=C2C(C(=O)C3(C(CC4C(C3C(C(C2(C)C)(CC1OC(=O)C(C(C5=CC=CC=C5)NC(=O)C6=CC=CC=C6)O)O)OC(=O)C7=CC=CC=C7)(CO4)OC(=O)C)O)C)OC(=O)C. Drug 2: C1CN(P(=O)(OC1)NCCCl)CCCl. Cell line: SN12C. Synergy scores: CSS=27.9, Synergy_ZIP=-4.74, Synergy_Bliss=-8.05, Synergy_Loewe=-48.5, Synergy_HSA=-9.17. (4) Drug 1: C1=C(C(=O)NC(=O)N1)N(CCCl)CCCl. Drug 2: C1=CC(=CC=C1C#N)C(C2=CC=C(C=C2)C#N)N3C=NC=N3. Cell line: SN12C. Synergy scores: CSS=37.7, Synergy_ZIP=-2.42, Synergy_Bliss=-0.198, Synergy_Loewe=-3.89, Synergy_HSA=-2.21.